Predict the product of the given reaction. From a dataset of Forward reaction prediction with 1.9M reactions from USPTO patents (1976-2016). (1) Given the reactants C(=O)(O)[O-].[Na+].[CH3:6][C:7]1[CH:8]=[CH:9][C:10]2[N:11]([CH:13]=[N:14][CH:15]=2)[CH:12]=1.[I:16]I, predict the reaction product. The product is: [I:16][C:15]1[N:14]=[CH:13][N:11]2[CH:12]=[C:7]([CH3:6])[CH:8]=[CH:9][C:10]=12. (2) Given the reactants C1(CN2C([C:10]3[CH:11]=[C:12]([CH:16]=[C:17]([C:19]4[CH:24]=[CH:23][C:22]([CH3:25])=[CH:21][N:20]=4)[CH:18]=3)[C:13]([OH:15])=O)=CC=N2)CC1.[CH3:26][C:27]1[N:28]=[CH:29][C:30]([CH2:33][NH2:34])=[N:31][CH:32]=1.CCN=C=N[CH2:40][CH2:41][CH2:42][N:43]([CH3:45])C.C1C=CC2N(O)N=[N:52][C:50]=2C=1.[CH3:56]N1CCOCC1, predict the reaction product. The product is: [CH:41]([C:42]1[N:43]([C:10]2[CH:11]=[C:12]([CH:16]=[C:17]([C:19]3[CH:24]=[CH:23][C:22]([CH3:25])=[CH:21][N:20]=3)[CH:18]=2)[C:13]([NH:34][CH2:33][C:30]2[CH:29]=[N:28][C:27]([CH3:26])=[CH:32][N:31]=2)=[O:15])[CH:45]=[CH:50][N:52]=1)([CH3:40])[CH3:56]. (3) Given the reactants C(=O)([O-])[O-].[K+].[K+].Br[C:8]1[CH:9]=[N:10][C:11]([N:14]2[C:22]3[C:17](=[CH:18][CH:19]=[C:20]([C:23]([N:25]4[CH2:30][CH2:29][O:28][CH2:27][CH2:26]4)=[O:24])[CH:21]=3)[C:16]([S:31]([CH3:33])=[O:32])=[CH:15]2)=[N:12][CH:13]=1.[F:34][C:35]1[CH:40]=[CH:39][C:38]([O:41][CH2:42][CH3:43])=[CH:37][C:36]=1B(O)O, predict the reaction product. The product is: [CH2:42]([O:41][C:38]1[CH:37]=[CH:36][C:35]([F:34])=[C:40]([C:8]2[CH:9]=[N:10][C:11]([N:14]3[C:22]4[C:17](=[CH:18][CH:19]=[C:20]([C:23]([N:25]5[CH2:30][CH2:29][O:28][CH2:27][CH2:26]5)=[O:24])[CH:21]=4)[C:16]([S:31]([CH3:33])=[O:32])=[CH:15]3)=[N:12][CH:13]=2)[CH:39]=1)[CH3:43]. (4) Given the reactants [CH2:1]([C:3]([C:21]1[CH:34]=[CH:33][C:24]([O:25][CH2:26][C@@H:27]2[O:31][C:30](=[O:32])[CH2:29][CH2:28]2)=[C:23]([CH3:35])[CH:22]=1)([C:6]1[CH:11]=[CH:10][C:9]([C:12]#[C:13][CH:14]([OH:19])[C:15]2([CH3:18])[CH2:17][CH2:16]2)=[C:8]([CH3:20])[CH:7]=1)[CH2:4][CH3:5])[CH3:2].C[OH:37], predict the reaction product. The product is: [CH2:1]([C:3]([C:21]1[CH:34]=[CH:33][C:24]([O:25][CH2:26][C@H:27]([OH:37])[CH2:28][CH2:29][C:30]([OH:31])=[O:32])=[C:23]([CH3:35])[CH:22]=1)([C:6]1[CH:11]=[CH:10][C:9]([C:12]#[C:13][CH:14]([OH:19])[C:15]2([CH3:18])[CH2:17][CH2:16]2)=[C:8]([CH3:20])[CH:7]=1)[CH2:4][CH3:5])[CH3:2]. (5) Given the reactants [C:1](OC(=O)C)(=[O:3])[CH3:2].[F:8][C:9]1[CH:10]=[C:11]([C:16]2[S:17][C:18]3[CH2:19][N:20]([C:25](=[O:27])[CH3:26])[CH2:21][CH2:22][C:23]=3[N:24]=2)[CH:12]=[CH:13][C:14]=1[OH:15], predict the reaction product. The product is: [C:1]([O:15][C:14]1[CH:13]=[CH:12][C:11]([C:16]2[S:17][C:18]3[CH2:19][N:20]([C:25](=[O:27])[CH3:26])[CH2:21][CH2:22][C:23]=3[N:24]=2)=[CH:10][C:9]=1[F:8])(=[O:3])[CH3:2]. (6) Given the reactants Cl[C:2]1[N:6]([CH2:7][CH3:8])[N:5]=[C:4]([CH3:9])[C:3]=1[CH:10]=[O:11].[Cl:12][C:13]1[CH:14]=[C:15]([SH:20])[CH:16]=[C:17]([Cl:19])[CH:18]=1.C(=O)([O-])[O-].[K+].[K+].O, predict the reaction product. The product is: [Cl:12][C:13]1[CH:14]=[C:15]([S:20][C:2]2[N:6]([CH2:7][CH3:8])[N:5]=[C:4]([CH3:9])[C:3]=2[CH:10]=[O:11])[CH:16]=[C:17]([Cl:19])[CH:18]=1. (7) The product is: [CH3:1][O:2][C:3](=[O:15])[CH2:4][CH:5]([C:6]1[CH:14]=[C:13]2[C:9]([CH:10]=[CH:11][NH:12]2)=[CH:8][CH:7]=1)[C:21]1[CH:20]=[CH:19][CH:18]=[C:17]([Cl:16])[CH:22]=1. Given the reactants [CH3:1][O:2][C:3](=[O:15])[CH:4]=[CH:5][C:6]1[CH:14]=[C:13]2[C:9]([CH:10]=[CH:11][NH:12]2)=[CH:8][CH:7]=1.[Cl:16][C:17]1[CH:18]=[C:19](B(O)O)[CH:20]=[CH:21][CH:22]=1, predict the reaction product. (8) The product is: [CH:1]1[C:11]2[CH:10]=[CH:9][C:8]3[CH:12]=[CH:13][CH:14]=[CH:15][C:7]=3[C:6](=[CH:16][C:17]([NH:20][CH2:21][CH2:22][NH:23][C:24](=[O:30])[O:25][C:26]([CH3:27])([CH3:29])[CH3:28])=[O:18])[C:5]=2[CH:4]=[CH:3][CH:2]=1. Given the reactants [CH:1]1[C:11]2[CH:10]=[CH:9][C:8]3[CH:12]=[CH:13][CH:14]=[CH:15][C:7]=3[C:6](=[CH:16][C:17](O)=[O:18])[C:5]=2[CH:4]=[CH:3][CH:2]=1.[NH2:20][CH2:21][CH2:22][NH:23][C:24](=[O:30])[O:25][C:26]([CH3:29])([CH3:28])[CH3:27].Cl.C(N=C=NCCCN(C)C)C.C(N(CC)CC)C, predict the reaction product. (9) Given the reactants Cl.[Cl:2][C:3]1[C:8]([Cl:9])=[CH:7][CH:6]=[CH:5][C:4]=1[NH:10][NH2:11].C(O[CH:15]=[C:16]([C:19]#[N:20])[C:17]#[N:18])C.ClC1C(Cl)=CC=CC=1NN, predict the reaction product. The product is: [NH2:20][C:19]1[N:10]([C:4]2[CH:5]=[CH:6][CH:7]=[C:8]([Cl:9])[C:3]=2[Cl:2])[N:11]=[CH:15][C:16]=1[C:17]#[N:18]. (10) Given the reactants [F:1][C:2]1[CH:7]=[CH:6][CH:5]=[C:4]([F:8])[C:3]=1[CH:9]1[CH2:14][O:13][C:12]2[CH:15]=[C:16](B3OC(C)(C)C(C)(C)O3)[CH:17]=[CH:18][C:11]=2[NH:10]1.FC(F)(F)S(O[C:34]1[N:35]=[C:36]([C:40]2[CH:45]=[N:44][CH:43]=[CH:42][N:41]=2)[S:37][C:38]=1[CH3:39])(=O)=O.C(=O)([O-])[O-].[K+].[K+].O1CCOCC1, predict the reaction product. The product is: [F:8][C:4]1[CH:5]=[CH:6][CH:7]=[C:2]([F:1])[C:3]=1[CH:9]1[CH2:14][O:13][C:12]2[CH:15]=[C:16]([C:34]3[N:35]=[C:36]([C:40]4[CH:45]=[N:44][CH:43]=[CH:42][N:41]=4)[S:37][C:38]=3[CH3:39])[CH:17]=[CH:18][C:11]=2[NH:10]1.